From a dataset of Catalyst prediction with 721,799 reactions and 888 catalyst types from USPTO. Predict which catalyst facilitates the given reaction. (1) Reactant: [O-:1][CH2:2][CH3:3].[Na+].[Cl:5][C:6]1[CH:11]=[C:10]([F:12])[CH:9]=[CH:8][C:7]=1[CH2:13][C:14]#[N:15].O. Product: [C:2]([CH:13]([C:7]1[CH:8]=[CH:9][C:10]([F:12])=[CH:11][C:6]=1[Cl:5])[C:14]#[N:15])(=[O:1])[CH3:3]. The catalyst class is: 336. (2) Reactant: [Cl:1][C:2]1[C:3]([C:31]2[CH:32]=[N:33][CH:34]=[CH:35][CH:36]=2)=[N:4][C:5]([NH:8][CH:9]2[CH2:14][CH2:13][N:12]([C:15]([C:17]3[CH:22]=[CH:21][C:20]([NH:23]C(=O)OC(C)(C)C)=[CH:19][CH:18]=3)=[O:16])[CH2:11][CH2:10]2)=[N:6][CH:7]=1.Cl.CC(=O)OCC. The catalyst class is: 2. Product: [ClH:1].[NH2:23][C:20]1[CH:21]=[CH:22][C:17]([C:15]([N:12]2[CH2:11][CH2:10][CH:9]([NH:8][C:5]3[N:4]=[C:3]([C:31]4[CH:32]=[N:33][CH:34]=[CH:35][CH:36]=4)[C:2]([Cl:1])=[CH:7][N:6]=3)[CH2:14][CH2:13]2)=[O:16])=[CH:18][CH:19]=1. (3) The catalyst class is: 138. Reactant: [Si](C=[N+]=[N-])(C)(C)[CH3:2].[Cl:8][CH:9]1[CH2:12][CH:11]([C:13]([OH:15])=[O:14])[CH2:10]1. Product: [Cl:8][CH:9]1[CH2:12][CH:11]([C:13]([O:15][CH3:2])=[O:14])[CH2:10]1. (4) Reactant: P(Cl)(Cl)([Cl:3])=O.[Cl:6][C:7]1[CH:12]=[C:11]([Cl:13])[CH:10]=[CH:9][C:8]=1[C:14]1[NH:19][C:18](=O)[N:17]2[N:21]=[C:22]([CH:24]3[CH2:29][CH2:28][N:27]([CH2:30][C:31]([O:33][CH2:34][CH3:35])=[O:32])[CH2:26][CH2:25]3)[N:23]=[C:16]2[CH:15]=1. Product: [Cl:3][C:18]1[N:17]2[N:21]=[C:22]([CH:24]3[CH2:25][CH2:26][N:27]([CH2:30][C:31]([O:33][CH2:34][CH3:35])=[O:32])[CH2:28][CH2:29]3)[N:23]=[C:16]2[CH:15]=[C:14]([C:8]2[CH:9]=[CH:10][C:11]([Cl:13])=[CH:12][C:7]=2[Cl:6])[N:19]=1. The catalyst class is: 572. (5) Reactant: [CH3:1][C:2]1([CH3:22])[CH2:11][C:10]([CH3:13])([CH3:12])[C:9]2[C:4](=[CH:5][CH:6]=[C:7]([CH:14]([CH2:17][CH2:18][CH2:19][CH2:20][CH3:21])[CH2:15][OH:16])[CH:8]=2)[O:3]1.C1(P(C2C=CC=CC=2)C2C=CC=CC=2)C=CC=CC=1.O[C:43]1[CH:52]=[CH:51][C:46]([C:47]([O:49][CH3:50])=[O:48])=[CH:45][CH:44]=1.N(C(OCC)=O)=NC(OCC)=O. Product: [CH3:1][C:2]1([CH3:22])[CH2:11][C:10]([CH3:12])([CH3:13])[C:9]2[C:4](=[CH:5][CH:6]=[C:7]([CH:14]([CH2:17][CH2:18][CH2:19][CH2:20][CH3:21])[CH2:15][O:16][C:43]3[CH:52]=[CH:51][C:46]([C:47]([O:49][CH3:50])=[O:48])=[CH:45][CH:44]=3)[CH:8]=2)[O:3]1. The catalyst class is: 116.